Dataset: Peptide-MHC class II binding affinity with 134,281 pairs from IEDB. Task: Regression. Given a peptide amino acid sequence and an MHC pseudo amino acid sequence, predict their binding affinity value. This is MHC class II binding data. (1) The MHC is HLA-DPA10201-DPB10501 with pseudo-sequence HLA-DPA10201-DPB10501. The binding affinity (normalized) is 0. The peptide sequence is NAAYNAADHAAPEDK. (2) The peptide sequence is AFKVAATAANAAPAY. The MHC is DRB1_0701 with pseudo-sequence DRB1_0701. The binding affinity (normalized) is 0.606.